This data is from HIV replication inhibition screening data with 41,000+ compounds from the AIDS Antiviral Screen. The task is: Binary Classification. Given a drug SMILES string, predict its activity (active/inactive) in a high-throughput screening assay against a specified biological target. (1) The molecule is COc1cc(Cc2nnc(N)nc2O)cc(OC)c1OC. The result is 0 (inactive). (2) The drug is O=C(OCCNC(=O)N1CCOCC1)OCCNC(=O)N1CCOCC1. The result is 0 (inactive). (3) The molecule is CCOC(=O)N1Cc2ccoc2C1. The result is 0 (inactive). (4) The molecule is N#CSCC(Cl)=CCl.N#CSCC(Cl)=CCl. The result is 0 (inactive). (5) The compound is O=C(c1cc(Cl)ccc1Cl)N1CCN(C(=O)c2cc(Cl)ccc2Cl)CC1. The result is 0 (inactive). (6) The molecule is CCOC(=O)C1C(c2ccccc2)N(C)OC1(c1ccccc1)C(F)(F)F. The result is 0 (inactive).